This data is from Forward reaction prediction with 1.9M reactions from USPTO patents (1976-2016). The task is: Predict the product of the given reaction. (1) Given the reactants Br[C:2]1[CH:7]=[CH:6][CH:5]=[C:4]([C:8]2[S:12][C:11]([C:13]3[CH:14]=[N:15][CH:16]=[CH:17][CH:18]=3)=[N:10][CH:9]=2)[N:3]=1.[NH2:19][C:20]1[CH:25]=[C:24]([CH3:26])[CH:23]=[CH:22][N:21]=1.C1C=CC(P(C2C(C3C(P(C4C=CC=CC=4)C4C=CC=CC=4)=CC=C4C=3C=CC=C4)=C3C(C=CC=C3)=CC=2)C2C=CC=CC=2)=CC=1.C([O-])([O-])=O.[Cs+].[Cs+], predict the reaction product. The product is: [CH3:26][C:24]1[CH:23]=[CH:22][N:21]=[C:20]([NH:19][C:2]2[CH:7]=[CH:6][CH:5]=[C:4]([C:8]3[S:12][C:11]([C:13]4[CH:14]=[N:15][CH:16]=[CH:17][CH:18]=4)=[N:10][CH:9]=3)[N:3]=2)[CH:25]=1. (2) Given the reactants [Cl:1][C:2]1[C:7]([C:8]([F:11])([F:10])[F:9])=[CH:6][CH:5]=[CH:4][N:3]=1.[C:12]([C:16]1[CH:21]=[CH:20][C:19]([NH:22][C:23]2[C:24]3[CH2:32][CH2:31][NH:30][CH2:29][C:25]=3[N:26]=[CH:27][N:28]=2)=[CH:18][CH:17]=1)([CH3:15])([CH3:14])[CH3:13].C(=O)([O-])[O-].[K+].[K+], predict the reaction product. The product is: [ClH:1].[C:12]([C:16]1[CH:21]=[CH:20][C:19]([NH:22][C:23]2[C:24]3[CH2:32][CH2:31][N:30]([C:2]4[C:7]([C:8]([F:11])([F:10])[F:9])=[CH:6][CH:5]=[CH:4][N:3]=4)[CH2:29][C:25]=3[N:26]=[CH:27][N:28]=2)=[CH:18][CH:17]=1)([CH3:15])([CH3:13])[CH3:14].